Dataset: Full USPTO retrosynthesis dataset with 1.9M reactions from patents (1976-2016). Task: Predict the reactants needed to synthesize the given product. (1) Given the product [Cl:39][CH2:40][CH2:41][CH2:42][C:43]([O:32][CH:24]1[CH2:23][CH2:22][CH2:21][N:20]([C:18](=[O:19])[C:14]2[CH:13]=[CH:12][C:11]([NH:10][C:8](=[O:9])[C:7]3[CH:6]=[CH:5][CH:4]=[CH:3][C:2]=3[CH3:1])=[CH:16][C:15]=2[CH3:17])[C:26]2[CH:27]=[CH:28][C:29]([Cl:31])=[CH:30][C:25]1=2)=[O:44], predict the reactants needed to synthesize it. The reactants are: [CH3:1][C:2]1[CH:3]=[CH:4][CH:5]=[CH:6][C:7]=1[C:8]([NH:10][C:11]1[CH:12]=[CH:13][C:14]([C:18]([N:20]2[C:26]3[CH:27]=[CH:28][C:29]([Cl:31])=[CH:30][C:25]=3[CH:24]([OH:32])[CH2:23][CH2:22][CH2:21]2)=[O:19])=[C:15]([CH3:17])[CH:16]=1)=[O:9].N1C=CC=CC=1.[Cl:39][CH2:40][CH2:41][CH2:42][C:43](Cl)=[O:44].O. (2) Given the product [C:1]([NH:8][CH2:9][CH2:10][CH:11]1[CH2:12][CH2:13][CH2:14][CH2:15][CH2:16]1)([O:3][C:4]([CH3:6])([CH3:7])[CH3:5])=[O:2], predict the reactants needed to synthesize it. The reactants are: [C:1]([NH:8][CH2:9][CH2:10][C:11]1[CH:16]=[CH:15][CH:14]=[CH:13][CH:12]=1)([O:3][C:4]([CH3:7])([CH3:6])[CH3:5])=[O:2].C(O)(=O)C. (3) Given the product [OH:23][C:7]1[C:8]2[S:14][C:13]([C:15]3[CH:20]=[CH:19][CH:18]=[CH:17][C:16]=3[O:21][CH3:22])=[N:12][C:9]=2[CH:10]=[N:11][C:6]=1[C:4]([NH:24][CH2:25][C:26]([OH:28])=[O:27])=[O:5], predict the reactants needed to synthesize it. The reactants are: C(O[C:4]([C:6]1[N:11]=[CH:10][C:9]2[N:12]=[C:13]([C:15]3[CH:20]=[CH:19][CH:18]=[CH:17][C:16]=3[O:21][CH3:22])[S:14][C:8]=2[C:7]=1[OH:23])=[O:5])C.[NH2:24][CH2:25][C:26]([OH:28])=[O:27].C[O-].[Na+].CO. (4) Given the product [F:15][C:2]([F:1])([F:14])[CH2:3][CH:4]1[C:13]2[C:8](=[CH:9][CH:10]=[CH:11][CH:12]=2)[N:7]([CH2:17][C:18]([NH2:20])=[O:19])[CH2:6][CH2:5]1, predict the reactants needed to synthesize it. The reactants are: [F:1][C:2]([F:15])([F:14])[CH2:3][CH:4]1[C:13]2[C:8](=[CH:9][CH:10]=[CH:11][CH:12]=2)[NH:7][CH2:6][CH2:5]1.I[CH2:17][C:18]([NH2:20])=[O:19].CCN(C(C)C)C(C)C.[OH-].[Na+]. (5) The reactants are: [H-].[Na+].[F:3][C:4]1[CH:5]=[CH:6][CH:7]=[C:8]2[C:12]=1[N:11]([S:13]([C:16]1[CH:22]=[CH:21][C:19]([CH3:20])=[CH:18][CH:17]=1)(=[O:15])=[O:14])[CH:10]=[C:9]2[CH:23]=O.[OH2:25].[CH2:26]1[CH2:30][O:29][CH2:28][CH2:27]1. Given the product [F:3][C:4]1[CH:5]=[CH:6][CH:7]=[C:8]2[C:12]=1[N:11]([S:13]([C:16]1[CH:22]=[CH:21][C:19]([CH3:20])=[CH:18][CH:17]=1)(=[O:15])=[O:14])[CH:10]=[C:9]2/[CH:23]=[CH:27]/[C:28]([O:29][CH2:30][CH3:26])=[O:25], predict the reactants needed to synthesize it. (6) Given the product [OH:36][CH:37]([CH2:68][OH:69])[CH2:38][O:39][C:9]1[CH:10]=[CH:5][N:6]=[C:7]([NH:12][C:13]([C:15]2[N:19]3[N:20]=[C:21]([C:24]4[CH:29]=[CH:28][CH:27]=[CH:26][C:25]=4[C:30]([F:31])([F:33])[F:32])[CH:22]=[CH:23][C:18]3=[N:17][CH:16]=2)=[O:14])[CH:11]=1, predict the reactants needed to synthesize it. The reactants are: OC(CO)CO[C:5]1[CH:10]=[C:9]([CH3:11])N=[C:7]([NH:12][C:13]([C:15]2[N:19]3[N:20]=[C:21]([C:24]4[CH:29]=[CH:28][CH:27]=[CH:26][C:25]=4[C:30]([F:33])([F:32])[F:31])[CH:22]=[CH:23][C:18]3=[N:17][CH:16]=2)=[O:14])[N:6]=1.[OH:36][CH:37]([CH2:68][OH:69])[CH2:38][O:39]C1C=C(NC(C2N3N=C(C4C=CC=CC=4C(F)(F)F)C=CC3=NC=2)=O)C=CN=1. (7) Given the product [Br:1][C:2]1[CH:7]=[CH:6][C:5]([O:8][CH2:19][CH3:20])=[CH:4][C:3]=1[C:9]([F:10])([F:11])[F:12], predict the reactants needed to synthesize it. The reactants are: [Br:1][C:2]1[CH:7]=[CH:6][C:5]([OH:8])=[CH:4][C:3]=1[C:9]([F:12])([F:11])[F:10].C(=O)([O-])[O-].[K+].[K+].[C:19](#N)[CH3:20]. (8) Given the product [O:38]1[CH2:39][CH2:40][N:35]([C:2]2[N:7]=[C:6]([O:8][C:9]3[CH:34]=[CH:33][CH:32]=[CH:31][C:10]=3[CH2:11][NH:12][C:13]([NH:15][C:16]3[N:20]([C:21]4[CH:26]=[CH:25][C:24]([CH3:27])=[CH:23][CH:22]=4)[N:19]=[C:18]([CH:28]4[CH2:29][CH2:30]4)[CH:17]=3)=[O:14])[CH:5]=[CH:4][N:3]=2)[CH2:36][CH2:37]1, predict the reactants needed to synthesize it. The reactants are: Cl[C:2]1[N:7]=[C:6]([O:8][C:9]2[CH:34]=[CH:33][CH:32]=[CH:31][C:10]=2[CH2:11][NH:12][C:13]([NH:15][C:16]2[N:20]([C:21]3[CH:26]=[CH:25][C:24]([CH3:27])=[CH:23][CH:22]=3)[N:19]=[C:18]([CH:28]3[CH2:30][CH2:29]3)[CH:17]=2)=[O:14])[CH:5]=[CH:4][N:3]=1.[NH:35]1[CH2:40][CH2:39][O:38][CH2:37][CH2:36]1.